From a dataset of Forward reaction prediction with 1.9M reactions from USPTO patents (1976-2016). Predict the product of the given reaction. Given the reactants Br[C:2]1[C:3]([N:9]2[CH2:14][CH2:13][CH:12]([CH2:15][NH:16][C:17](=[O:23])[O:18][C:19]([CH3:22])([CH3:21])[CH3:20])[CH2:11][CH2:10]2)=[N:4][C:5]([Cl:8])=[N:6][CH:7]=1.[CH:24]1(B(O)O)[CH2:26][CH2:25]1.[O-]P([O-])([O-])=O.[K+].[K+].[K+].C1(P(C2CCCCC2)C2CCCCC2)CCCCC1, predict the reaction product. The product is: [Cl:8][C:5]1[N:4]=[C:3]([N:9]2[CH2:14][CH2:13][CH:12]([CH2:15][NH:16][C:17](=[O:23])[O:18][C:19]([CH3:22])([CH3:21])[CH3:20])[CH2:11][CH2:10]2)[C:2]([CH:24]2[CH2:26][CH2:25]2)=[CH:7][N:6]=1.